From a dataset of Experimentally validated miRNA-target interactions with 360,000+ pairs, plus equal number of negative samples. Binary Classification. Given a miRNA mature sequence and a target amino acid sequence, predict their likelihood of interaction. (1) The miRNA is mmu-miR-1843b-3p with sequence CCGAUCGUUCCCCUCCAUAC. The protein sequence of the target gene is MAAAAAAAAVGDPQPPQPEAPAQGLALDKAATAAHLKAALSRPDNRAGAEELQALLERVLNAERPLAGAAGGEEAAGGGGGGPGEAEEDALEWCKCLLAGGGGYEEFCAAVRAYDPAALCGLVWTANFVAYRCRTCGISPCMSLCAECFHQGDHTGHDFNMFRSQAGGACDCGDSNVMRESGFCRRHQIKSSSNIPCVPKDLLMMSEFVLPRFIFCLIQYLREGYNEPAADAPSEKDLNKVLQLLEPQISFLEDLTKMGGAMRSVLTQVLTNQQNYKDLTAGLGENACAKKSHEKYLIAL.... Result: 0 (no interaction). (2) The miRNA is hsa-miR-619-5p with sequence GCUGGGAUUACAGGCAUGAGCC. The protein sequence of the target gene is MPDTMLPACFLGLLAFSSACYFQNCPRGGKRAMSDLELRQCLPCGPGGKGRCFGPSICCADELGCFVGTAEALRCQEENYLPSPCQSGQKACGSGGRCAAFGVCCNDESCVTEPECREGFHRRARASDRSNATQLDGPAGALLLRLVQLAGAPEPFEPAQPDAY. Result: 0 (no interaction). (3) The miRNA is hsa-miR-4654 with sequence UGUGGGAUCUGGAGGCAUCUGG. The protein sequence of the target gene is MALLLCFVLLCGVVDFARSLSITTPEEMIEKAKGETAYLPCKFTLSPEDQGPLDIEWLISPADNQKVDQVIILYSGDKIYDDYYPDLKGRVHFTSNDLKSGDASINVTNLQLSDIGTYQCKVKKAPGVANKKIHLVVLVKPSGARCYVDGSEEIGSDFKIKCEPKEGSLPLQYEWQKLSDSQKMPTSWLAEMTSSVISVKNASSEYSGTYSCTVRNRVGSDQCLLRLNVVPPSNKAGLIAGAIIGTLLALALIGLIIFCCRKKRREEKYEKEVHHDIREDVPPPKSRTSTARSYIGSNHS.... Result: 0 (no interaction). (4) The miRNA is hsa-miR-885-3p with sequence AGGCAGCGGGGUGUAGUGGAUA. The protein sequence of the target gene is MSSKEVKTALKSARDAIRNKEYKEALKHCKTVLKQEKNNYNAWVFIGVAAAELEQPDQAQSAYKKAAELEPDQLLAWQGLANLYEKYNHINAKDDLPGVYQKLLDLYESVDKQKWCDVCKKLVDLYYQEKKHLEVARTWHKLIKTRQEQGAENEELHQLWRKLTQFLAESTEDQNNETQQLLFTAFENALGLSDKIPSEDHQVLYRHFIQSLSKFPHESARLKKACEGMINIYPTVQYPLEVLCLHLIESGNLTDEGQQYCCRLVEMDSKSGPGLIGLGIKALQDKKYEDAVRNLTEGLK.... Result: 0 (no interaction). (5) The miRNA is hsa-miR-299-5p with sequence UGGUUUACCGUCCCACAUACAU. The protein sequence of the target gene is MSTFEKPQIIVHIQKGLNYTVFDSKWVPCSAKFVTMGNFARGTGVIQVYEIQRGDLKLLREIEKAKPIKCGTFGAASLQQRFLATGDFGGNLHIWNLEAPEMPVYSVKGHKEIINTIDGVGGLGIGEGAPEIVTGSRDGTVKVWDPRQKEDPVANMEPAQGENKRDCWTVAFGNAYNQEERVVCAGYDNGDIKLFDLRNMSLRWETNIKNGVCSLEFDRKDISMNKLVATSLEGKFHVFDMRTQHPTKGFASVTEKAHKSTVWQVRHLPQNREIFLTTGGAGSLHLWKYEYPTQRSKKDS.... Result: 0 (no interaction). (6) The miRNA is hsa-miR-4516 with sequence GGGAGAAGGGUCGGGGC. The protein sequence of the target gene is MSSRPLESPPPYRPDEFKPNHYAPSNDIYGGEMHVRPMLSQPAYSFYPEDEILHFYKWTSPPGVIRILSMLIIVMCIAIFACVASTLAWDRGYGTSLLGGSVGYPYGGSGFGSYGSGYGYGYGYGYGYGGYTDPRAAKGFMLAMAAFCFIAALVIFVTSVIRSEMSRTRRYYLSVIIVSAILGIMVFIATIVYIMGVNPTAQSSGSLYGSQIYALCNQFYTPAATGLYVDQYLYHYCVVDPQEAIAIVLGFMIIVAFALIIFFAVKTRRKMDRYDKSNILWDKEHIYDEQPPNVEEWVKN.... Result: 1 (interaction).